This data is from Full USPTO retrosynthesis dataset with 1.9M reactions from patents (1976-2016). The task is: Predict the reactants needed to synthesize the given product. (1) Given the product [Br:17][C:18]1[CH:19]=[C:20]([C:4]2[C:5]3[S:6][C:7]4[CH:13]=[CH:12][CH:11]=[CH:10][C:8]=4[C:9]=3[CH:1]=[CH:2][CH:3]=2)[CH:21]=[C:22]([Cl:24])[CH:23]=1, predict the reactants needed to synthesize it. The reactants are: [CH:1]1[C:9]2[C:8]3[CH:10]=[CH:11][CH:12]=[CH:13][C:7]=3[S:6][C:5]=2[C:4](B(O)O)=[CH:3][CH:2]=1.[Br:17][C:18]1[CH:23]=[C:22]([Cl:24])[CH:21]=[C:20](Br)[CH:19]=1.C([O-])([O-])=O.[K+].[K+]. (2) Given the product [Cl:30][C:17]1[CH:16]=[C:15]([N:6]([C:7]2[CH:12]=[CH:11][C:10]([F:13])=[CH:9][C:8]=2[CH3:14])[C:5]([O:4][CH:2]([O:36][C:32](=[O:35])[CH:33]=[CH2:34])[CH3:3])=[O:31])[CH:20]=[CH:19][C:18]=1[C:21](=[O:29])[C:22]1[CH:27]=[CH:26][CH:25]=[CH:24][C:23]=1[CH3:28], predict the reactants needed to synthesize it. The reactants are: Cl[CH:2]([O:4][C:5](=[O:31])[N:6]([C:15]1[CH:20]=[CH:19][C:18]([C:21](=[O:29])[C:22]2[CH:27]=[CH:26][CH:25]=[CH:24][C:23]=2[CH3:28])=[C:17]([Cl:30])[CH:16]=1)[C:7]1[CH:12]=[CH:11][C:10]([F:13])=[CH:9][C:8]=1[CH3:14])[CH3:3].[C:32]([O-:36])(=[O:35])[CH:33]=[CH2:34].C([N+](CCCC)(CCCC)CCCC)CCC.